This data is from Forward reaction prediction with 1.9M reactions from USPTO patents (1976-2016). The task is: Predict the product of the given reaction. (1) Given the reactants [CH3:1][C:2]1[O:3][CH:4]=[C:5]([C:7]2[CH:16]=[CH:15][C:14]3[CH2:13][CH2:12][CH2:11][CH2:10][C:9]=3[CH:8]=2)[N:6]=1.[Br:17]Br.C(=O)([O-])O.[Na+], predict the reaction product. The product is: [Br:17][C:4]1[O:3][C:2]([CH3:1])=[N:6][C:5]=1[C:7]1[CH:16]=[CH:15][C:14]2[CH2:13][CH2:12][CH2:11][CH2:10][C:9]=2[CH:8]=1. (2) Given the reactants [CH:1]1([CH2:6][CH:7]([C:18]2[NH:22][C:21]([C:23]([OH:25])=O)=[C:20]([CH3:26])[CH:19]=2)[C:8]2[CH:13]=[CH:12][C:11]([S:14]([CH3:17])(=[O:16])=[O:15])=[CH:10][CH:9]=2)[CH2:5][CH2:4][CH2:3][CH2:2]1.Cl.C[N:29](C)CCCN=C=NCC, predict the reaction product. The product is: [CH:1]1([CH2:6][CH:7]([C:18]2[NH:22][C:21]([C:23]([NH2:29])=[O:25])=[C:20]([CH3:26])[CH:19]=2)[C:8]2[CH:13]=[CH:12][C:11]([S:14]([CH3:17])(=[O:16])=[O:15])=[CH:10][CH:9]=2)[CH2:5][CH2:4][CH2:3][CH2:2]1. (3) Given the reactants [H-].[Na+].[C:3]1([C:9]2[CH:14]=[CH:13][C:12]([OH:15])=[CH:11][CH:10]=2)[CH:8]=[CH:7][CH:6]=[CH:5][CH:4]=1.[CH3:16][O:17][C:18]([C:20]1[O:21][C:22]([CH2:25]Cl)=[CH:23][CH:24]=1)=[O:19], predict the reaction product. The product is: [CH3:16][O:17][C:18]([C:20]1[O:21][C:22]([CH2:25][O:15][C:12]2[CH:11]=[CH:10][C:9]([C:3]3[CH:4]=[CH:5][CH:6]=[CH:7][CH:8]=3)=[CH:14][CH:13]=2)=[CH:23][CH:24]=1)=[O:19]. (4) Given the reactants [NH2:1][C:2]1[CH:7]=[CH:6][C:5]([C:8](=[O:10])[CH3:9])=[C:4]([OH:11])[C:3]=1[CH3:12].I[CH2:14][C:15]1[CH:20]=[CH:19][C:18]([CH:21]([O:30][CH:31]2[CH2:36][CH2:35][CH2:34][CH2:33][O:32]2)[C:22]2[CH:23]=[C:24]([CH:27]=[CH:28][CH:29]=2)[C:25]#[N:26])=[CH:17][CH:16]=1.C([O-])([O-])=O.[K+].[K+], predict the reaction product. The product is: [C:8]([C:5]1[CH:6]=[CH:7][C:2]([NH:1][CH2:14][C:15]2[CH:16]=[CH:17][C:18]([CH:21]([O:30][CH:31]3[CH2:36][CH2:35][CH2:34][CH2:33][O:32]3)[C:22]3[CH:23]=[C:24]([CH:27]=[CH:28][CH:29]=3)[C:25]#[N:26])=[CH:19][CH:20]=2)=[C:3]([CH3:12])[C:4]=1[OH:11])(=[O:10])[CH3:9]. (5) Given the reactants [O:1]=[S:2]1(=[O:16])[N:7]([CH2:8][CH2:9][CH2:10]O)[CH2:6][C:5]2[CH:12]=[CH:13][CH:14]=[CH:15][C:4]=2[NH:3]1.S(Cl)([Cl:19])=O.CN(C)C=O, predict the reaction product. The product is: [Cl:19][CH2:10][CH2:9][CH2:8][N:7]1[CH2:6][C:5]2[CH:12]=[CH:13][CH:14]=[CH:15][C:4]=2[NH:3][S:2]1(=[O:16])=[O:1].